From a dataset of Catalyst prediction with 721,799 reactions and 888 catalyst types from USPTO. Predict which catalyst facilitates the given reaction. (1) Reactant: [NH:1]1[CH:5]=[CH:4][CH:3]=[N:2]1.[C:6]1([S:12](Cl)(=[O:14])=[O:13])[CH:11]=[CH:10][CH:9]=[CH:8][CH:7]=1.C(N(CC)CC)C. Product: [C:6]1([S:12]([N:1]2[CH:5]=[CH:4][CH:3]=[N:2]2)(=[O:14])=[O:13])[CH:11]=[CH:10][CH:9]=[CH:8][CH:7]=1. The catalyst class is: 10. (2) Reactant: [CH:1]1([C:5]2[N:9]3[CH:10]=[CH:11][N:12]=[C:13]([NH2:14])[C:8]3=[C:7](I)[N:6]=2)[CH2:4][CH2:3][CH2:2]1.[CH2:16]=[CH:17][C:18]1[CH:23]=[CH:22][CH:21]=[CH:20][CH:19]=1.C(N(CC)CC)C. Product: [CH:1]1([C:5]2[N:9]3[CH:10]=[CH:11][N:12]=[C:13]([NH2:14])[C:8]3=[C:7](/[CH:16]=[CH:17]/[C:18]3[CH:23]=[CH:22][CH:21]=[CH:20][CH:19]=3)[N:6]=2)[CH2:4][CH2:3][CH2:2]1. The catalyst class is: 128. (3) Reactant: [C:1]12([CH2:11][C:12](O)=[O:13])[CH2:10][CH:5]3[CH2:6][CH:7]([CH2:9][CH:3]([CH2:4]3)[CH2:2]1)[CH2:8]2.CCN=C=N[CH2:20][CH2:21][CH2:22][N:23](C)C.C(N(CC)CC)C.[S:33]1C(NC)=C[C:35]2[CH:40]=[CH:41][CH:42]=[CH:43][C:34]1=2. Product: [C:1]12([CH2:11][C:12]([NH:23][CH2:22][C:21]3[S:33][C:34]4[CH:43]=[CH:42][CH:41]=[CH:40][C:35]=4[CH:20]=3)=[O:13])[CH2:10][CH:5]3[CH2:4][CH:3]([CH2:9][CH:7]([CH2:6]3)[CH2:8]1)[CH2:2]2. The catalyst class is: 64. (4) Reactant: [CH3:1][C:2]([O:5][C:6]([N:8]([C:16]([O:18][C:19]([CH3:22])([CH3:21])[CH3:20])=[O:17])[C:9]1[CH:10]=[N:11][CH:12]=[C:13](Br)[CH:14]=1)=[O:7])([CH3:4])[CH3:3].[CH3:23][N:24]1[C:32]2[C:27](=[CH:28][CH:29]=[C:30]([Cl:33])[CH:31]=2)[CH:26]=[C:25]1B(O)O.P([O-])([O-])([O-])=O.[K+].[K+].[K+]. Product: [CH3:1][C:2]([O:5][C:6]([N:8]([C:16]([O:18][C:19]([CH3:22])([CH3:21])[CH3:20])=[O:17])[C:9]1[CH:10]=[N:11][CH:12]=[C:13]([C:25]2[N:24]([CH3:23])[C:32]3[C:27]([CH:26]=2)=[CH:28][CH:29]=[C:30]([Cl:33])[CH:31]=3)[CH:14]=1)=[O:7])([CH3:4])[CH3:3]. The catalyst class is: 455. (5) Reactant: Br[C:2]1[CH:3]=[C:4]([C:8]([O:10][CH3:11])=[O:9])[O:5][C:6]=1[CH3:7].C(=O)([O-])[O-].[K+].[K+].[CH3:18][N:19]1[C:23](B2OC(C)(C)C(C)(C)O2)=[CH:22][CH:21]=[N:20]1. Product: [CH3:7][C:6]1[O:5][C:4]([C:8]([O:10][CH3:11])=[O:9])=[CH:3][C:2]=1[C:23]1[N:19]([CH3:18])[N:20]=[CH:21][CH:22]=1. The catalyst class is: 760. (6) Reactant: Br[C:2]1[CH:16]=[CH:15][C:5]([CH2:6][CH2:7][O:8]C2CCCCO2)=[CH:4][CH:3]=1.[NH:17]1[CH2:22][CH2:21][O:20][CH2:19][CH2:18]1.C(P(C(C)(C)C)C1C=CC=CC=1C1C=CC=CC=1)(C)(C)C.CC(C)([O-])C.[Na+]. Product: [O:20]1[CH2:21][CH2:22][N:17]([C:2]2[CH:3]=[CH:4][C:5]([CH2:6][CH2:7][OH:8])=[CH:15][CH:16]=2)[CH2:18][CH2:19]1. The catalyst class is: 493. (7) Reactant: I[C:2]1[CH:7]=[CH:6][N:5]=[C:4]([S:8][CH3:9])[N:3]=1.C(N(CC)CC)C.[CH3:17][Si:18]([C:21]#[CH:22])([CH3:20])[CH3:19].CCCCCC. Product: [CH3:9][S:8][C:4]1[N:3]=[C:2]([C:22]#[C:21][Si:18]([CH3:20])([CH3:19])[CH3:17])[CH:7]=[CH:6][N:5]=1. The catalyst class is: 804.